From a dataset of Full USPTO retrosynthesis dataset with 1.9M reactions from patents (1976-2016). Predict the reactants needed to synthesize the given product. (1) The reactants are: Br[C:2]1[CH:3]=[N:4][CH:5]=[C:6](/[CH:8]=[CH:9]/[CH:10]([CH3:12])[CH3:11])[CH:7]=1.FC1N=CC(C(C)C)=CC=1[C:16]#[N:17]. Given the product [CH3:11][CH:10]([CH3:12])/[CH:9]=[CH:8]/[C:6]1[CH:5]=[N:4][CH:3]=[C:2]([CH:7]=1)[C:16]#[N:17], predict the reactants needed to synthesize it. (2) Given the product [CH2:1]([NH:8][C:9]1[C:14]([C:15]([N:17]2[C:25]3[C:20](=[CH:21][CH:22]=[CH:23][CH:24]=3)[CH2:19][CH2:18]2)=[O:16])=[CH:13][CH:12]=[CH:11][N:10]=1)[C:2]1[CH:7]=[CH:6][CH:5]=[CH:4][CH:3]=1, predict the reactants needed to synthesize it. The reactants are: [CH2:1]([NH:8][C:9]1[C:14]([C:15]([N:17]2[C:25]3[C:20](=[CH:21][C:22](Cl)=[CH:23][CH:24]=3)[CH2:19][CH2:18]2)=[O:16])=[CH:13][CH:12]=[CH:11][N:10]=1)[C:2]1[CH:7]=[CH:6][CH:5]=[CH:4][CH:3]=1.ClC1C=C2C(=CC=1)NCC2.N1C2C(=CC=CC=2)CC1. (3) Given the product [CH3:2][O:3][C:4](=[O:15])[CH:5]([NH:6][CH:7]=[O:28])[CH2:14][C:33]1[CH:38]=[CH:37][C:36]([Cl:1])=[CH:35][CH:34]=1, predict the reactants needed to synthesize it. The reactants are: [ClH:1].[CH3:2][O:3][C:4](=[O:15])[C@H:5]([CH3:14])[NH:6][C:7]1C=CC(Cl)=CC=1.Cl.CN(C)CCCN=C=NCC.[OH2:28].ON1[C:34]2[CH:35]=[CH:36][CH:37]=[CH:38][C:33]=2N=N1.CN1CCOCC1. (4) Given the product [Na:18].[CH3:1][O:2][C:3]1[CH:8]=[CH:7][C:6]([OH:9])=[CH:5][CH:4]=1.[Na:18].[CH:14]1[C:15]([OH:16])=[CH:10][CH:11]=[C:12]([CH3:17])[CH:13]=1, predict the reactants needed to synthesize it. The reactants are: [CH3:1][O:2][C:3]1[CH:8]=[CH:7][C:6]([OH:9])=[CH:5][CH:4]=1.[CH:10]1[C:15]([OH:16])=[CH:14][CH:13]=[C:12]([CH3:17])[CH:11]=1.[Na:18]. (5) Given the product [Si:21]([O:28][CH2:29][CH2:30][CH:31]1[CH2:32][CH2:33][N:34]([C:37]2[CH:38]=[CH:39][C:40]([NH:15][C:12]3[N:13]=[CH:14][C:9]4[C:8]5[CH:16]=[CH:17][N:18]=[C:19]([F:20])[C:7]=5[N:6]([CH:1]5[CH2:2][CH2:3][CH2:4][CH2:5]5)[C:10]=4[N:11]=3)=[N:41][CH:42]=2)[CH2:35][CH2:36]1)([C:24]([CH3:27])([CH3:25])[CH3:26])([CH3:23])[CH3:22], predict the reactants needed to synthesize it. The reactants are: [CH:1]1([N:6]2[C:10]3[N:11]=[C:12]([NH2:15])[N:13]=[CH:14][C:9]=3[C:8]3[CH:16]=[CH:17][N:18]=[C:19]([F:20])[C:7]2=3)[CH2:5][CH2:4][CH2:3][CH2:2]1.[Si:21]([O:28][CH2:29][CH2:30][CH:31]1[CH2:36][CH2:35][N:34]([C:37]2[CH:38]=[CH:39][C:40](Cl)=[N:41][CH:42]=2)[CH2:33][CH2:32]1)([C:24]([CH3:27])([CH3:26])[CH3:25])([CH3:23])[CH3:22].C1(P(C2C=CC=CC=2)C2C3OC4C(=CC=CC=4P(C4C=CC=CC=4)C4C=CC=CC=4)C(C)(C)C=3C=CC=2)C=CC=CC=1.CC(C)([O-])C.[Na+]. (6) Given the product [Cl:14][C:12]1[CH:13]=[C:4]([C:1]#[N:2])[CH:5]=[C:6]([Cl:15])[C:7]=1[C:8]([O:10][CH3:11])=[O:9], predict the reactants needed to synthesize it. The reactants are: [C:1]([C:4]1[CH:13]=[C:12]([Cl:14])[C:7]([C:8]([O:10][CH3:11])=[O:9])=[C:6]([Cl:15])[CH:5]=1)(=O)[NH2:2].FC(F)(F)C(OC(=O)C(F)(F)F)=O.N1C=CC=CC=1. (7) Given the product [C:14]([C:18]1[CH:23]=[CH:22][C:21]([O:24][CH3:25])=[C:20]([CH:19]=1)[C:4]([C:3]1[CH:7]=[CH:8][C:9]([N+:11]([O-:13])=[O:12])=[CH:10][C:2]=1[Cl:1])=[O:5])([CH3:17])([CH3:15])[CH3:16], predict the reactants needed to synthesize it. The reactants are: [Cl:1][C:2]1[CH:10]=[C:9]([N+:11]([O-:13])=[O:12])[CH:8]=[CH:7][C:3]=1[C:4](Cl)=[O:5].[C:14]([C:18]1[CH:23]=[CH:22][C:21]([O:24][CH3:25])=[CH:20][CH:19]=1)([CH3:17])([CH3:16])[CH3:15].